This data is from Full USPTO retrosynthesis dataset with 1.9M reactions from patents (1976-2016). The task is: Predict the reactants needed to synthesize the given product. (1) Given the product [Cl:1][C:2]1[CH:3]=[CH:4][C:5]([C:25]#[N:26])=[C:6]([C:8]2[C:13]([O:14][CH3:15])=[CH:12][N:11]([CH:16]([CH2:20][CH2:21][O:22][CH3:23])[C:17]([NH:38][C:35]3[CH:36]=[CH:37][C:32]4[N:33]([C:29]([CH2:27][CH3:28])=[N:30][N:31]=4)[CH:34]=3)=[O:19])[C:10](=[O:24])[CH:9]=2)[CH:7]=1, predict the reactants needed to synthesize it. The reactants are: [Cl:1][C:2]1[CH:3]=[CH:4][C:5]([C:25]#[N:26])=[C:6]([C:8]2[C:13]([O:14][CH3:15])=[CH:12][N:11]([CH:16]([CH2:20][CH2:21][O:22][CH3:23])[C:17]([OH:19])=O)[C:10](=[O:24])[CH:9]=2)[CH:7]=1.[CH2:27]([C:29]1[N:33]2[CH:34]=[C:35]([NH2:38])[CH:36]=[CH:37][C:32]2=[N:31][N:30]=1)[CH3:28].C(N(CC)CC)C.C(P1(=O)OP(CCC)(=O)OP(CCC)(=O)O1)CC. (2) Given the product [CH:15]1([C:13]2[O:12][C:3]3[C:4]([I:11])=[CH:5][C:6]([N+:8]([O-:10])=[O:9])=[CH:7][C:2]=3[CH:14]=2)[CH2:17][CH2:16]1, predict the reactants needed to synthesize it. The reactants are: I[C:2]1[CH:7]=[C:6]([N+:8]([O-:10])=[O:9])[CH:5]=[C:4]([I:11])[C:3]=1[OH:12].[C:13]([CH:15]1[CH2:17][CH2:16]1)#[CH:14].O. (3) Given the product [CH2:1]([NH:3][C:4]([C:6]1[N:7]=[C:8]([C:16]2[CH:17]=[N:18][C:19]([NH:22][C:23]([NH:25][CH2:26][CH3:27])=[O:24])=[CH:20][CH:21]=2)[S:9][C:10]=1[C:11]([OH:13])=[O:12])=[O:5])[CH3:2], predict the reactants needed to synthesize it. The reactants are: [CH2:1]([NH:3][C:4]([C:6]1[N:7]=[C:8]([C:16]2[CH:17]=[N:18][C:19]([NH:22][C:23]([NH:25][CH2:26][CH3:27])=[O:24])=[CH:20][CH:21]=2)[S:9][C:10]=1[C:11]([O:13]CC)=[O:12])=[O:5])[CH3:2].[OH-].[Li+]. (4) Given the product [CH:25]1([CH2:24][NH:23][C:21]([C:18]2[CH:19]=[CH:20][C:15]([C:10]3[C:11]([CH3:14])=[CH:12][CH:13]=[C:8]([NH:7][C:5](=[O:6])[C:4]4[CH:28]=[CH:29][N:30]=[C:2]([N:31]5[CH2:36][CH2:35][CH2:34][CH2:33][CH2:32]5)[CH:3]=4)[CH:9]=3)=[CH:16][CH:17]=2)=[O:22])[CH2:27][CH2:26]1, predict the reactants needed to synthesize it. The reactants are: Cl[C:2]1[CH:3]=[C:4]([CH:28]=[CH:29][N:30]=1)[C:5]([NH:7][C:8]1[CH:9]=[C:10]([C:15]2[CH:20]=[CH:19][C:18]([C:21]([NH:23][CH2:24][CH:25]3[CH2:27][CH2:26]3)=[O:22])=[CH:17][CH:16]=2)[C:11]([CH3:14])=[CH:12][CH:13]=1)=[O:6].[NH:31]1[CH2:36][CH2:35][CH2:34][CH2:33][CH2:32]1. (5) Given the product [Cl:1][C:2]1[C:7]([N+:8]([O-:10])=[O:9])=[C:6]([NH:11][C:13](=[O:15])[CH3:14])[CH:5]=[C:4]([Cl:12])[N:3]=1, predict the reactants needed to synthesize it. The reactants are: [Cl:1][C:2]1[C:7]([N+:8]([O-:10])=[O:9])=[C:6]([NH2:11])[CH:5]=[C:4]([Cl:12])[N:3]=1.[C:13](OC(=O)C)(=[O:15])[CH3:14].C([O-])([O-])=O.[Na+].[Na+].